From a dataset of Peptide-MHC class II binding affinity with 134,281 pairs from IEDB. Regression. Given a peptide amino acid sequence and an MHC pseudo amino acid sequence, predict their binding affinity value. This is MHC class II binding data. (1) The peptide sequence is QVAQYKALPVVLENA. The MHC is DRB1_1101 with pseudo-sequence DRB1_1101. The binding affinity (normalized) is 0.426. (2) The peptide sequence is FKHTDACCRTHDM. The MHC is H-2-IAd with pseudo-sequence H-2-IAd. The binding affinity (normalized) is 0. (3) The peptide sequence is VAIKGPLRISASSAA. The MHC is HLA-DQA10201-DQB10303 with pseudo-sequence HLA-DQA10201-DQB10303. The binding affinity (normalized) is 0.619. (4) The peptide sequence is SQDLEWSWNLNGLQAY. The MHC is HLA-DQA10101-DQB10501 with pseudo-sequence HLA-DQA10101-DQB10501. The binding affinity (normalized) is 0.674. (5) The binding affinity (normalized) is 0.581. The peptide sequence is YWTIVKPGDILLINS. The MHC is DRB1_1501 with pseudo-sequence DRB1_1501. (6) The peptide sequence is IGKLFTQTMKGVERL. The MHC is DRB3_0101 with pseudo-sequence DRB3_0101. The binding affinity (normalized) is 0.384. (7) The peptide sequence is KTLKFDALSGSQEVE. The MHC is DRB1_0405 with pseudo-sequence DRB1_0405. The binding affinity (normalized) is 0.580. (8) The peptide sequence is SAAPLRTITADTFRK. The MHC is DRB1_1101 with pseudo-sequence DRB1_1101. The binding affinity (normalized) is 0.236.